From a dataset of Reaction yield outcomes from USPTO patents with 853,638 reactions. Predict the reaction yield, written as a fraction of the theoretical maximum amount of product (1.0 means a 100% yield; for example, 0.34 means a 34% yield). (1) The reactants are [C:1]([C:3]1[CH:8]=[CH:7][C:6]([N:9]2[CH2:14][CH2:13][N:12]([C:15]([O:17][C:18]([CH3:21])([CH3:20])[CH3:19])=[O:16])[CH2:11][CH2:10]2)=[C:5]([CH3:22])[CH:4]=1)#N.[OH-:23].[Na+].Cl.[OH2:26]. The catalyst is CCO. The product is [C:18]([O:17][C:15]([N:12]1[CH2:13][CH2:14][N:9]([C:6]2[CH:7]=[CH:8][C:3]([C:1]([OH:26])=[O:23])=[CH:4][C:5]=2[CH3:22])[CH2:10][CH2:11]1)=[O:16])([CH3:21])([CH3:20])[CH3:19]. The yield is 0.920. (2) The yield is 0.750. The product is [CH3:34][N:18]([CH3:17])[CH2:19][CH2:20][CH2:21][NH:22][C:23]([C:25]1[C:29]([CH3:30])=[C:28]([CH:31]=[C:11]2[C:10]3[C:14](=[CH:15][C:7]([C:3]4[CH:2]=[N:1][CH:6]=[CH:5][CH:4]=4)=[CH:8][CH:9]=3)[NH:13][C:12]2=[O:16])[NH:27][C:26]=1[CH3:33])=[O:24]. No catalyst specified. The reactants are [N:1]1[CH:6]=[CH:5][CH:4]=[C:3]([C:7]2[CH:15]=[C:14]3[C:10]([CH2:11][C:12](=[O:16])[NH:13]3)=[CH:9][CH:8]=2)[CH:2]=1.[CH3:17][N:18]([CH3:34])[CH2:19][CH2:20][CH2:21][NH:22][C:23]([C:25]1[C:29]([CH3:30])=[C:28]([CH:31]=O)[NH:27][C:26]=1[CH3:33])=[O:24].